Dataset: Peptide-MHC class I binding affinity with 185,985 pairs from IEDB/IMGT. Task: Regression. Given a peptide amino acid sequence and an MHC pseudo amino acid sequence, predict their binding affinity value. This is MHC class I binding data. The peptide sequence is FLNGSCGSV. The MHC is HLA-A02:02 with pseudo-sequence HLA-A02:02. The binding affinity (normalized) is 0.996.